Dataset: NCI-60 drug combinations with 297,098 pairs across 59 cell lines. Task: Regression. Given two drug SMILES strings and cell line genomic features, predict the synergy score measuring deviation from expected non-interaction effect. (1) Drug 1: CCN(CC)CCCC(C)NC1=C2C=C(C=CC2=NC3=C1C=CC(=C3)Cl)OC. Drug 2: CC1CCCC2(C(O2)CC(NC(=O)CC(C(C(=O)C(C1O)C)(C)C)O)C(=CC3=CSC(=N3)C)C)C. Cell line: A549. Synergy scores: CSS=56.2, Synergy_ZIP=1.65, Synergy_Bliss=1.61, Synergy_Loewe=-3.45, Synergy_HSA=3.03. (2) Drug 2: CC1=C(C(=CC=C1)Cl)NC(=O)C2=CN=C(S2)NC3=CC(=NC(=N3)C)N4CCN(CC4)CCO. Drug 1: C1CCC(CC1)NC(=O)N(CCCl)N=O. Synergy scores: CSS=48.3, Synergy_ZIP=3.66, Synergy_Bliss=6.29, Synergy_Loewe=5.93, Synergy_HSA=5.94. Cell line: SF-268. (3) Drug 1: CC1OCC2C(O1)C(C(C(O2)OC3C4COC(=O)C4C(C5=CC6=C(C=C35)OCO6)C7=CC(=C(C(=C7)OC)O)OC)O)O. Drug 2: C1=NC2=C(N=C(N=C2N1C3C(C(C(O3)CO)O)F)Cl)N. Cell line: COLO 205. Synergy scores: CSS=52.5, Synergy_ZIP=-9.22, Synergy_Bliss=-10.3, Synergy_Loewe=-8.50, Synergy_HSA=-5.63. (4) Drug 1: C1CN1P(=S)(N2CC2)N3CC3. Drug 2: CC1=C(C(=O)C2=C(C1=O)N3CC4C(C3(C2COC(=O)N)OC)N4)N. Cell line: OVCAR-4. Synergy scores: CSS=8.93, Synergy_ZIP=-4.02, Synergy_Bliss=-3.09, Synergy_Loewe=-13.9, Synergy_HSA=-1.18.